Dataset: Full USPTO retrosynthesis dataset with 1.9M reactions from patents (1976-2016). Task: Predict the reactants needed to synthesize the given product. (1) Given the product [CH3:65][O:66][C:67]1[C:74]([O:75][CH3:76])=[C:73]([O:77][CH3:78])[CH:72]=[C:71]([CH3:79])[C:68]=1[CH:69]([C:16]1[C:17]([O:20][CH3:21])=[N:18][CH:19]=[C:14]([Br:13])[C:15]=1[C:22]([F:25])([F:23])[F:24])[OH:70], predict the reactants needed to synthesize it. The reactants are: C([Li])CCC.C(NC(C)C)(C)C.[Br:13][C:14]1[C:15]([C:22]([F:25])([F:24])[F:23])=[CH:16][C:17]([O:20][CH3:21])=[N:18][CH:19]=1.FC(F)(F)C1C=CN=C(OC)C=1.BrC1C(C(F)(F)F)=C([Li])C(OC)=NC=1.FC(F)(F)C1C=CN=C(OC)C=1[Li].[CH3:65][O:66][C:67]1[C:74]([O:75][CH3:76])=[C:73]([O:77][CH3:78])[CH:72]=[C:71]([CH3:79])[C:68]=1[CH:69]=[O:70]. (2) The reactants are: [Cl:1][C:2]1[CH:7]=[CH:6][C:5]([C:8]2([OH:28])[C:16]3[C:11](=[CH:12][CH:13]=[CH:14][CH:15]=3)[C:10](=[O:17])[N:9]2[CH2:18][C:19]2[CH:24]=[CH:23][C:22]([N+:25]([O-:27])=[O:26])=[CH:21][CH:20]=2)=[CH:4][CH:3]=1.[C@@H:29]1([CH2:37]O)[CH2:34][CH2:33][CH2:32][CH2:31][C@@H:30]1[CH2:35][OH:36]. Given the product [Cl:1][C:2]1[CH:7]=[CH:6][C:5]([C:8]2([O:28][CH2:37][CH:29]3[CH2:34][CH2:33][CH2:32][CH2:31][CH:30]3[CH2:35][OH:36])[C:16]3[C:11](=[CH:12][CH:13]=[CH:14][CH:15]=3)[C:10](=[O:17])[N:9]2[CH2:18][C:19]2[CH:24]=[CH:23][C:22]([N+:25]([O-:27])=[O:26])=[CH:21][CH:20]=2)=[CH:4][CH:3]=1, predict the reactants needed to synthesize it. (3) Given the product [Cl:1][C:2]1[N:3]=[CH:4][C:5]2[S:10][CH:9]=[C:8]([C:11]([NH:25][C:17]3[CH:18]=[C:19]4[C:24](=[C:15]([CH3:14])[CH:16]=3)[N:23]=[CH:22][CH:21]=[CH:20]4)=[O:12])[C:6]=2[N:7]=1, predict the reactants needed to synthesize it. The reactants are: [Cl:1][C:2]1[N:3]=[CH:4][C:5]2[S:10][CH:9]=[C:8]([C:11](Cl)=[O:12])[C:6]=2[N:7]=1.[CH3:14][C:15]1[CH:16]=[C:17]([NH2:25])[CH:18]=[C:19]2[C:24]=1[N:23]=[CH:22][CH:21]=[CH:20]2.N1C=CC=CC=1. (4) Given the product [F:4][C:3]([F:6])([F:5])[C:1]([OH:7])=[O:2].[NH2:36][C@H:32]([CH:33]([CH3:35])[CH3:34])[C:31]([NH:30][NH:29][C:27](=[O:28])/[CH:26]=[CH:25]\[N:22]1[CH:23]=[N:24][C:20]([C:12]2[CH:11]=[C:10]([C:9]([F:45])([F:46])[F:8])[CH:15]=[C:14]([C:16]([F:18])([F:17])[F:19])[CH:13]=2)=[N:21]1)=[O:44], predict the reactants needed to synthesize it. The reactants are: [C:1]([OH:7])([C:3]([F:6])([F:5])[F:4])=[O:2].[F:8][C:9]([F:46])([F:45])[C:10]1[CH:11]=[C:12]([C:20]2[N:24]=[CH:23][N:22](/[CH:25]=[CH:26]\[C:27]([NH:29][NH:30][C:31](=[O:44])[C@H:32]([NH:36]C(=O)OC(C)(C)C)[CH:33]([CH3:35])[CH3:34])=[O:28])[N:21]=2)[CH:13]=[C:14]([C:16]([F:19])([F:18])[F:17])[CH:15]=1. (5) Given the product [OH:68][C@@H:63]([C:64]([CH3:67])([CH3:65])[CH3:66])[C:62]([NH:61][C@@H:57]([CH2:58][CH2:59][CH3:60])[C:56]([NH:55][C:53]1[S:54][C:50]([C:45]2[CH:46]=[CH:47][CH:48]=[CH:49][C:44]=2[CH2:43][O:42][C:41]2[CH:40]=[CH:38][N:39]=[CH:72][CH:71]=2)=[CH:51][N:52]=1)=[O:70])=[O:69], predict the reactants needed to synthesize it. The reactants are: C(C1C=C(C=CC=1)OCC1C=CC=CC=1C1SC(NC(=O)[C@@H](NC(=O)[C@@H](O)C(C)(C)C)CCC)=NC=1)#N.[C:38]([C:40]1C=C[CH:72]=[CH:71][C:41]=1[O:42][CH2:43][C:44]1[CH:49]=[CH:48][CH:47]=[CH:46][C:45]=1[C:50]1[S:54][C:53]([NH:55][C:56](=[O:70])[C@@H:57]([NH:61][C:62](=[O:69])[C@@H:63]([OH:68])[C:64]([CH3:67])([CH3:66])[CH3:65])[CH2:58][CH2:59][CH3:60])=[N:52][CH:51]=1)#[N:39].C(C1C=C(O)C=CC=1)#N.C(C1C=CC=CC=1O)#N. (6) Given the product [CH2:42]1[C:50]2[CH:49]=[CH:48][N:47]=[CH:46][C:45]=2[CH2:44][N:43]1[C:19]([NH:1][CH2:2][C@@H:3]1[C:5]2([CH2:6][CH2:7][N:8]([C:11]([O:13][C:14]([CH3:17])([CH3:16])[CH3:15])=[O:12])[CH2:9][CH2:10]2)[CH2:4]1)=[O:20], predict the reactants needed to synthesize it. The reactants are: [NH2:1][CH2:2][C@@H:3]1[C:5]2([CH2:10][CH2:9][N:8]([C:11]([O:13][C:14]([CH3:17])([CH3:16])[CH3:15])=[O:12])[CH2:7][CH2:6]2)[CH2:4]1.Cl[C:19](OC1C=CC([N+]([O-])=O)=CC=1)=[O:20].CCN(C(C)C)C(C)C.Cl.Cl.[CH2:42]1[C:50]2[CH:49]=[CH:48][N:47]=[CH:46][C:45]=2[CH2:44][NH:43]1. (7) Given the product [Cl:26][CH2:27][C:28]1[N:23]=[C:16]2[C:17]([CH3:22])=[N:18][CH:19]=[C:20]([CH3:21])[N:15]2[N:14]=1, predict the reactants needed to synthesize it. The reactants are: CC1C=C(C)C=C(C)C=1S([O-])(=O)=O.[NH2:14][N:15]1[C:20]([CH3:21])=[CH:19][N:18]=[C:17]([CH3:22])[C:16]1=[NH2+:23].[OH-].[Na+].[Cl:26][CH2:27][C:28](OC)=O.